Dataset: Forward reaction prediction with 1.9M reactions from USPTO patents (1976-2016). Task: Predict the product of the given reaction. (1) The product is: [CH:15]([O:14][C:12]([N:11]1[CH2:18][CH2:19][CH2:20][C:21](=[O:23])[C:4]2[C:9]([CH3:10])=[CH:8][CH:7]=[CH:6][C:5]1=2)=[O:13])([CH3:16])[CH3:17]. Given the reactants COC(=O)[C:4]1[C:9]([CH3:10])=[CH:8][CH:7]=[CH:6][C:5]=1[N:11]([CH2:18][CH2:19][CH2:20][C:21]([O:23]CC)=O)[C:12]([O:14][CH:15]([CH3:17])[CH3:16])=[O:13].CC(C)([O-])C.[K+].Cl.[Cl-].[Li+], predict the reaction product. (2) Given the reactants Br[C:2]1[CH:3]=[C:4]([CH:19]=[CH:20][CH:21]=1)[CH:5]=[C:6]1[CH2:11][CH2:10][N:9]([C:12]([O:14][C:15]([CH3:18])([CH3:17])[CH3:16])=[O:13])[CH2:8][CH2:7]1.[N:22]1[CH:27]=[CH:26][C:25](B(O)O)=[CH:24][CH:23]=1.C(=O)([O-])[O-].[Na+].[Na+], predict the reaction product. The product is: [N:22]1[CH:27]=[CH:26][C:25]([C:2]2[CH:3]=[C:4]([CH:19]=[CH:20][CH:21]=2)[CH:5]=[C:6]2[CH2:11][CH2:10][N:9]([C:12]([O:14][C:15]([CH3:18])([CH3:17])[CH3:16])=[O:13])[CH2:8][CH2:7]2)=[CH:24][CH:23]=1. (3) The product is: [OH:1][CH:2]1[CH2:8][C@@H:7]2[N:9]([C:10]([O:12][C:13]([CH3:14])([CH3:15])[CH3:16])=[O:11])[C@@H:4]([CH2:5][CH2:6]2)[CH:3]1[C:17]([O:19][CH3:20])=[O:18]. Given the reactants [O:1]=[C:2]1[CH2:8][C@@H:7]2[N:9]([C:10]([O:12][C:13]([CH3:16])([CH3:15])[CH3:14])=[O:11])[C@@H:4]([CH2:5][CH2:6]2)[CH:3]1[C:17]([O:19][CH3:20])=[O:18].[BH4-].[Na+], predict the reaction product. (4) Given the reactants [CH2:1]([O:3][C:4](=[O:37])[CH2:5][CH2:6][C:7]1[CH:12]=[CH:11][C:10]([N:13]([CH2:20][C:21]2[C:30]([CH3:31])=[C:29]3[C:24]([CH2:25][CH2:26][CH2:27][N:28]3[CH2:32][C:33]([O-])=[O:34])=[CH:23][CH:22]=2)[C:14](=[O:19])[C:15]([F:18])([F:17])[F:16])=[CH:9][C:8]=1[F:36])[CH3:2].[NH:38]1[CH2:43][CH2:42][O:41][CH2:40][CH2:39]1.O.ON1C2C=CC=CC=2N=N1.C(N(CC)C(C)C)(C)C.Cl.CN(C)CCCN=C=NCC, predict the reaction product. The product is: [F:36][C:8]1[CH:9]=[C:10]([N:13]([CH2:20][C:21]2[C:30]([CH3:31])=[C:29]3[C:24]([CH2:25][CH2:26][CH2:27][N:28]3[CH2:32][C:33]([N:38]3[CH2:43][CH2:42][O:41][CH2:40][CH2:39]3)=[O:34])=[CH:23][CH:22]=2)[C:14](=[O:19])[C:15]([F:18])([F:16])[F:17])[CH:11]=[CH:12][C:7]=1[CH2:6][CH2:5][C:4]([O:3][CH2:1][CH3:2])=[O:37]. (5) Given the reactants C([N:8]1[CH2:13][CH2:12][N:11](CC2C=CC=CC=2)[CH2:10][CH:9]1[CH2:21][C@@H:22]([C:24]1[CH:29]=[CH:28][CH:27]=[CH:26][CH:25]=1)[OH:23])C1C=CC=CC=1.C([O-])=O.[NH4+], predict the reaction product. The product is: [NH3:8].[C:24]1([C@@H:22]([OH:23])[CH2:21][CH:9]2[CH2:10][NH:11][CH2:12][CH2:13][NH:8]2)[CH:29]=[CH:28][CH:27]=[CH:26][CH:25]=1.